From a dataset of Reaction yield outcomes from USPTO patents with 853,638 reactions. Predict the reaction yield, written as a fraction of the theoretical maximum amount of product (1.0 means a 100% yield; for example, 0.34 means a 34% yield). (1) The reactants are [N+:1]([C:4]1[C:13]2[C:8](=[CH:9][CH:10]=[CH:11][CH:12]=2)[C:7]([O:14][C:15]2[CH:20]=[CH:19][N:18]=[C:17]([NH2:21])[CH:16]=2)=[CH:6][CH:5]=1)([O-:3])=[O:2].CCN(C(C)C)C(C)C.[CH3:31][O:32][CH2:33][C:34](Cl)=[O:35].N. The catalyst is C(Cl)Cl.CO. The product is [CH3:31][O:32][CH2:33][C:34]([NH:21][C:17]1[CH:16]=[C:15]([O:14][C:7]2[C:8]3[C:13](=[CH:12][CH:11]=[CH:10][CH:9]=3)[C:4]([N+:1]([O-:3])=[O:2])=[CH:5][CH:6]=2)[CH:20]=[CH:19][N:18]=1)=[O:35]. The yield is 0.960. (2) The reactants are [CH:1]([C@@H:3]1[N:7]([CH3:8])[C:6](=[O:9])[CH2:5][C@@H:4]1[C:10]1[CH:15]=[CH:14][CH:13]=[CH:12][CH:11]=1)=[O:2].C1COCC1.[C:21]1([CH3:29])[CH:26]=[CH:25][CH:24]=[C:23]([Mg]Cl)[CH:22]=1.[NH4+].[Cl-]. The catalyst is O. The product is [OH:2][C@H:1]([C:23]1[CH:24]=[CH:25][CH:26]=[C:21]([CH3:29])[CH:22]=1)[C@@H:3]1[N:7]([CH3:8])[C:6](=[O:9])[CH2:5][C@@H:4]1[C:10]1[CH:15]=[CH:14][CH:13]=[CH:12][CH:11]=1. The yield is 0.770.